This data is from Reaction yield outcomes from USPTO patents with 853,638 reactions. The task is: Predict the reaction yield, written as a fraction of the theoretical maximum amount of product (1.0 means a 100% yield; for example, 0.34 means a 34% yield). The reactants are [CH2:1]([O:8][C:9]1[CH:14]=[CH:13][C:12]([NH:15][CH:16]2[CH2:21][CH2:20][N:19]([C:22]([C@@H:24]([NH:29][C:30]([N:32]3[CH2:38][CH2:37][CH2:36][CH2:35][CH2:34][CH2:33]3)=[O:31])[CH2:25][CH:26]([CH3:28])[CH3:27])=[O:23])[CH2:18][CH2:17]2)=[CH:11][CH:10]=1)[C:2]1[CH:7]=[CH:6][CH:5]=[CH:4][CH:3]=1.[CH:39](=O)[CH2:40][CH:41]([CH3:43])[CH3:42].[BH-](OC(C)=O)(OC(C)=O)OC(C)=O.[Na+]. The catalyst is C(Cl)Cl.CCOC(C)=O. The product is [CH2:1]([O:8][C:9]1[CH:14]=[CH:13][C:12]([N:15]([CH2:42][CH:41]([CH3:43])[CH2:40][CH3:39])[CH:16]2[CH2:21][CH2:20][N:19]([C:22]([C@@H:24]([NH:29][C:30]([N:32]3[CH2:33][CH2:34][CH2:35][CH2:36][CH2:37][CH2:38]3)=[O:31])[CH2:25][CH:26]([CH3:28])[CH3:27])=[O:23])[CH2:18][CH2:17]2)=[CH:11][CH:10]=1)[C:2]1[CH:3]=[CH:4][CH:5]=[CH:6][CH:7]=1. The yield is 0.820.